This data is from Merck oncology drug combination screen with 23,052 pairs across 39 cell lines. The task is: Regression. Given two drug SMILES strings and cell line genomic features, predict the synergy score measuring deviation from expected non-interaction effect. (1) Drug 1: Nc1ccn(C2OC(CO)C(O)C2(F)F)c(=O)n1. Drug 2: Cc1nc(Nc2ncc(C(=O)Nc3c(C)cccc3Cl)s2)cc(N2CCN(CCO)CC2)n1. Cell line: KPL1. Synergy scores: synergy=14.1. (2) Drug 1: Cn1nnc2c(C(N)=O)ncn2c1=O. Drug 2: O=C(O)C1(Cc2cccc(Nc3nccs3)n2)CCC(Oc2cccc(Cl)c2F)CC1. Cell line: NCIH23. Synergy scores: synergy=5.57. (3) Drug 1: CCN(CC)CCNC(=O)c1c(C)[nH]c(C=C2C(=O)Nc3ccc(F)cc32)c1C. Drug 2: CCC1(O)C(=O)OCc2c1cc1n(c2=O)Cc2cc3c(CN(C)C)c(O)ccc3nc2-1. Cell line: SKOV3. Synergy scores: synergy=-11.5. (4) Drug 1: O=S1(=O)NC2(CN1CC(F)(F)F)C1CCC2Cc2cc(C=CCN3CCC(C(F)(F)F)CC3)ccc2C1. Drug 2: Nc1ccn(C2OC(CO)C(O)C2(F)F)c(=O)n1. Cell line: A2780. Synergy scores: synergy=2.07. (5) Drug 1: COC12C(COC(N)=O)C3=C(C(=O)C(C)=C(N)C3=O)N1CC1NC12. Drug 2: NC1(c2ccc(-c3nc4ccn5c(=O)[nH]nc5c4cc3-c3ccccc3)cc2)CCC1. Cell line: SKMES1. Synergy scores: synergy=15.3. (6) Drug 1: CN1C(=O)C=CC2(C)C3CCC4(C)C(NC(=O)OCC(F)(F)F)CCC4C3CCC12. Drug 2: Cn1c(=O)n(-c2ccc(C(C)(C)C#N)cc2)c2c3cc(-c4cnc5ccccc5c4)ccc3ncc21. Cell line: ZR751. Synergy scores: synergy=20.4.